Dataset: Forward reaction prediction with 1.9M reactions from USPTO patents (1976-2016). Task: Predict the product of the given reaction. (1) Given the reactants [CH:1]1([C:4]2[N:13]=[C:12]([N:14]3[CH2:19][CH2:18][N:17]([C:20]4[CH:25]=[CH:24][CH:23]=[CH:22][C:21]=4[NH2:26])[CH2:16][CH2:15]3)[C:11]3[C:6](=[CH:7][C:8]([O:29][CH3:30])=[C:9]([O:27][CH3:28])[CH:10]=3)[N:5]=2)[CH2:3][CH2:2]1.[Cl:31][CH2:32][CH:33]=O.[BH3-]C#N.[Na+], predict the reaction product. The product is: [Cl:31][CH2:32][CH2:33][NH:26][C:21]1[CH:22]=[CH:23][CH:24]=[CH:25][C:20]=1[N:17]1[CH2:18][CH2:19][N:14]([C:12]2[C:11]3[C:6](=[CH:7][C:8]([O:29][CH3:30])=[C:9]([O:27][CH3:28])[CH:10]=3)[N:5]=[C:4]([CH:1]3[CH2:3][CH2:2]3)[N:13]=2)[CH2:15][CH2:16]1. (2) Given the reactants C[O:2][C:3]1[C:8]2[CH:9]=[N:10][S:11][C:7]=2[CH:6]=[CH:5][CH:4]=1.Cl.N1C=CC=CC=1.O.Cl, predict the reaction product. The product is: [S:11]1[C:7]2=[CH:6][CH:5]=[CH:4][C:3]([OH:2])=[C:8]2[CH:9]=[N:10]1.